Dataset: Full USPTO retrosynthesis dataset with 1.9M reactions from patents (1976-2016). Task: Predict the reactants needed to synthesize the given product. The reactants are: [Cl-].[Li+].O.CS(C)=O.[C:8]([NH:11][C:12]1[C:13]([Cl:30])=[CH:14][C:15]([N+:27]([O-:29])=[O:28])=[C:16]([CH:18](C(OC)=O)[C:19]([O:21][CH3:22])=[O:20])[CH:17]=1)(=[O:10])[CH3:9]. Given the product [C:8]([NH:11][C:12]1[C:13]([Cl:30])=[CH:14][C:15]([N+:27]([O-:29])=[O:28])=[C:16]([CH2:18][C:19]([O:21][CH3:22])=[O:20])[CH:17]=1)(=[O:10])[CH3:9], predict the reactants needed to synthesize it.